From a dataset of Catalyst prediction with 721,799 reactions and 888 catalyst types from USPTO. Predict which catalyst facilitates the given reaction. (1) Reactant: [CH:1]1([C:6]2[C:14]3[C:9](=[CH:10][CH:11]=[CH:12][CH:13]=3)[N:8]([S:15]([C:18]3[CH:26]=[CH:25][C:21]([C:22]([OH:24])=O)=[CH:20][CH:19]=3)(=[O:17])=[O:16])[CH:7]=2)[CH2:5][CH2:4][CH2:3][CH2:2]1.C1CN([P+](ON2N=[N:51][C:46]3[CH:47]=[CH:48][CH:49]=[CH:50]C2=3)(N2CCCC2)N2CCCC2)CC1.F[P-](F)(F)(F)(F)F.[NH2:60][C:61]1C=NC=CC=1.CCN(C(C)C)C(C)C. Product: [CH:1]1([C:6]2[C:14]3[C:9](=[CH:10][CH:11]=[CH:12][CH:13]=3)[N:8]([S:15]([C:18]3[CH:19]=[CH:20][C:21]([C:22]([NH:60][CH2:61][C:49]4[CH:50]=[N:51][CH:46]=[CH:47][CH:48]=4)=[O:24])=[CH:25][CH:26]=3)(=[O:17])=[O:16])[CH:7]=2)[CH2:5][CH2:4][CH2:3][CH2:2]1. The catalyst class is: 2. (2) Reactant: [CH2:1]([O:8][C:9]1[CH:10]=[N:11][CH:12]=[C:13]([CH:18]=1)[C:14](OC)=[O:15])[C:2]1[CH:7]=[CH:6][CH:5]=[CH:4][CH:3]=1.[H-].[H-].[H-].[H-].[Li+].[Al+3]. Product: [CH2:1]([O:8][C:9]1[CH:18]=[C:13]([CH2:14][OH:15])[CH:12]=[N:11][CH:10]=1)[C:2]1[CH:3]=[CH:4][CH:5]=[CH:6][CH:7]=1. The catalyst class is: 1.